Task: Regression. Given a peptide amino acid sequence and an MHC pseudo amino acid sequence, predict their binding affinity value. This is MHC class II binding data.. Dataset: Peptide-MHC class II binding affinity with 134,281 pairs from IEDB (1) The peptide sequence is EEGKCGLNSVDSLEH. The MHC is DRB1_0404 with pseudo-sequence DRB1_0404. The binding affinity (normalized) is 0.562. (2) The peptide sequence is VGLVTLYLGVMVQAD. The MHC is DRB1_1501 with pseudo-sequence DRB1_1501. The binding affinity (normalized) is 0.469. (3) The peptide sequence is AGSLQGQWRGAAGTA. The MHC is HLA-DPA10103-DPB10201 with pseudo-sequence HLA-DPA10103-DPB10201. The binding affinity (normalized) is 0.125. (4) The peptide sequence is MNIKLQMPLYVAGYK. The MHC is HLA-DQA10501-DQB10301 with pseudo-sequence HLA-DQA10501-DQB10301. The binding affinity (normalized) is 0.317. (5) The peptide sequence is GKWLDAKSTWYGKPT. The MHC is DRB1_1001 with pseudo-sequence DRB1_1001. The binding affinity (normalized) is 0.321. (6) The peptide sequence is MAAYVENTSITIKKP. The MHC is DRB1_0101 with pseudo-sequence DRB1_0101. The binding affinity (normalized) is 0.713.